The task is: Predict the reactants needed to synthesize the given product.. This data is from Full USPTO retrosynthesis dataset with 1.9M reactions from patents (1976-2016). (1) Given the product [CH2:31]([O:30][C:28](=[O:29])[CH2:27][NH:26][C:22]([C:4]1[N:3]=[C:2]([OH:1])[C:7]([C:8](=[O:21])[NH:9][CH2:10][C:11]2[C:12]3[C:17](=[CH:16][CH:15]=[CH:14][CH:13]=3)[CH:18]=[CH:19][CH:20]=2)=[CH:6][N:5]=1)=[O:24])[CH3:32], predict the reactants needed to synthesize it. The reactants are: [OH:1][C:2]1[C:7]([C:8](=[O:21])[NH:9][CH2:10][C:11]2[C:20]3[C:15](=[CH:16][CH:17]=[CH:18][CH:19]=3)[CH:14]=[CH:13][CH:12]=2)=[CH:6][N:5]=[C:4]([C:22]([OH:24])=O)[N:3]=1.Cl.[NH2:26][CH2:27][C:28]([O:30][CH2:31][CH3:32])=[O:29].CN(C(ON1N=NC2C=CC=CC1=2)=[N+](C)C)C.[B-](F)(F)(F)F.CCN(C(C)C)C(C)C. (2) Given the product [F:1][CH:2]([F:28])[O:3][C:4]1[CH:5]=[CH:6][C:7]([CH:10]2[CH2:11][CH:12]([C:25]3[O:26][N:32]=[C:31]([O:33][CH2:34][CH3:35])[N:30]=3)[CH2:13][N:14]([C:16]([N:18]3[CH2:23][CH2:22][S:21](=[O:24])[CH2:20][CH2:19]3)=[O:17])[CH2:15]2)=[CH:8][CH:9]=1, predict the reactants needed to synthesize it. The reactants are: [F:1][CH:2]([F:28])[O:3][C:4]1[CH:9]=[CH:8][C:7]([CH:10]2[CH2:15][N:14]([C:16]([N:18]3[CH2:23][CH2:22][S:21](=[O:24])[CH2:20][CH2:19]3)=[O:17])[CH2:13][CH:12]([C:25](O)=[O:26])[CH2:11]2)=[CH:6][CH:5]=1.O[N:30]=[C:31]([O:33][CH2:34][CH3:35])[NH2:32].CN(C(ON1N=NC2C=CC=NC1=2)=[N+](C)C)C.F[P-](F)(F)(F)(F)F.C(N(CC)C(C)C)(C)C. (3) Given the product [CH:56]1([NH:52][C:42](=[O:48])[NH:1][C:2]2[CH:36]=[CH:35][C:5]([O:6][C:7]3[CH:12]=[CH:11][N:10]=[C:9]4[CH:13]=[C:14]([C:16]5[N:17]([CH3:34])[C:18]([CH2:21][N:22]([CH2:30][CH2:31][O:32][CH3:33])[C:23](=[O:29])[O:24][C:25]([CH3:28])([CH3:27])[CH3:26])=[CH:19][N:20]=5)[S:15][C:8]=34)=[C:4]([F:37])[CH:3]=2)[CH2:58][CH2:57]1, predict the reactants needed to synthesize it. The reactants are: [NH2:1][C:2]1[CH:36]=[CH:35][C:5]([O:6][C:7]2[CH:12]=[CH:11][N:10]=[C:9]3[CH:13]=[C:14]([C:16]4[N:17]([CH3:34])[C:18]([CH2:21][N:22]([CH2:30][CH2:31][O:32][CH3:33])[C:23](=[O:29])[O:24][C:25]([CH3:28])([CH3:27])[CH3:26])=[CH:19][N:20]=4)[S:15][C:8]=23)=[C:4]([F:37])[CH:3]=1.ClC(Cl)(O[C:42](=[O:48])OC(Cl)(Cl)Cl)Cl.CC[N:52]([CH:56]([CH3:58])[CH3:57])C(C)C.C1(N)CC1.